This data is from Full USPTO retrosynthesis dataset with 1.9M reactions from patents (1976-2016). The task is: Predict the reactants needed to synthesize the given product. Given the product [CH3:1][O:2][CH:3]1[CH2:10][CH:9]2[CH:5]([CH2:6][CH:7]([NH2:11])[CH2:8]2)[CH2:4]1, predict the reactants needed to synthesize it. The reactants are: [CH3:1][O:2][CH:3]1[CH2:10][CH:9]2[CH:5]([CH2:6][CH:7]([N:11]=[N+]=[N-])[CH2:8]2)[CH2:4]1.